This data is from Full USPTO retrosynthesis dataset with 1.9M reactions from patents (1976-2016). The task is: Predict the reactants needed to synthesize the given product. (1) The reactants are: [CH:1]1[C:10]2[C:5](=[CH:6][CH:7]=[CH:8][CH:9]=2)[CH:4]=[CH:3][C:2]=1[Mg]Br.[Cl:13][C:14]1[CH:22]=[C:21]2[C:17]([C:18](=[O:24])[C:19](=[O:23])[NH:20]2)=[CH:16][CH:15]=1. Given the product [Cl:13][C:14]1[CH:22]=[C:21]2[C:17]([C:18]([OH:24])([C:2]3[CH:3]=[CH:4][C:5]4[C:10](=[CH:9][CH:8]=[CH:7][CH:6]=4)[CH:1]=3)[C:19](=[O:23])[NH:20]2)=[CH:16][CH:15]=1, predict the reactants needed to synthesize it. (2) Given the product [CH2:1]([C:3]1[CH:8]=[CH:7][CH:6]=[C:5]([O:9][CH2:16][C:17]2[CH:22]=[CH:21][CH:20]=[CH:19][CH:18]=2)[CH:4]=1)[CH3:2], predict the reactants needed to synthesize it. The reactants are: [CH2:1]([C:3]1[CH:4]=[C:5]([OH:9])[CH:6]=[CH:7][CH:8]=1)[CH3:2].C(=O)([O-])[O-].[K+].[K+].[CH2:16](Cl)[C:17]1[CH:22]=[CH:21][CH:20]=[CH:19][CH:18]=1. (3) Given the product [CH:20]1([O:3][N:4]2[C:9]([CH3:10])([CH3:11])[CH2:8][C:7](=[O:12])[CH2:6][C:5]2([CH3:14])[CH3:13])[CH2:25][CH2:24][CH2:23][CH2:22][CH2:21]1, predict the reactants needed to synthesize it. The reactants are: OO.[OH:3][N:4]1[C:9]([CH3:11])([CH3:10])[CH2:8][C:7](=[O:12])[CH2:6][C:5]1([CH3:14])[CH3:13].CS(O)(=O)=O.[CH2:20]1[CH2:25][CH2:24][CH2:23][CH2:22][CH2:21]1. (4) Given the product [Cl:1][C:2]1[C:3]([CH2:8][NH:9][C:10]([CH:12]2[CH2:17][CH2:16][CH:15]([N:19]3[CH2:24][CH2:23][O:22][CH2:21][CH2:20]3)[CH2:14][CH2:13]2)=[O:11])=[N:4][CH:5]=[CH:6][N:7]=1, predict the reactants needed to synthesize it. The reactants are: [Cl:1][C:2]1[C:3]([CH2:8][NH:9][C:10]([CH:12]2[CH2:17][CH2:16][C:15](=O)[CH2:14][CH2:13]2)=[O:11])=[N:4][CH:5]=[CH:6][N:7]=1.[NH:19]1[CH2:24][CH2:23][O:22][CH2:21][CH2:20]1. (5) The reactants are: [Cl:1][C:2]1[CH:3]=[C:4]([S:8]([NH:11][C:12]2[CH:17]=[C:16]([CH3:18])[N:15]=[C:14]3[S:19][C:20]([C:30]([OH:32])=[O:31])=[C:21]([C:22]4[CH:27]=[CH:26][CH:25]=[C:24]([O:28][CH3:29])[CH:23]=4)[C:13]=23)(=[O:10])=[O:9])[CH:5]=[CH:6][CH:7]=1.S(=O)(=O)(O)O.[CH3:38]O. Given the product [Cl:1][C:2]1[CH:3]=[C:4]([S:8]([NH:11][C:12]2[CH:17]=[C:16]([CH3:18])[N:15]=[C:14]3[S:19][C:20]([C:30]([O:32][CH3:38])=[O:31])=[C:21]([C:22]4[CH:27]=[CH:26][CH:25]=[C:24]([O:28][CH3:29])[CH:23]=4)[C:13]=23)(=[O:9])=[O:10])[CH:5]=[CH:6][CH:7]=1, predict the reactants needed to synthesize it. (6) Given the product [CH3:1][O:2][C:3](=[O:27])[C@@H:4]([O:24][CH2:25][CH3:26])[CH2:5][C:6]1[CH:11]=[CH:10][C:9]([OH:12])=[CH:8][C:7]=1[C:20]([F:23])([F:21])[F:22], predict the reactants needed to synthesize it. The reactants are: [CH3:1][O:2][C:3](=[O:27])[C@@H:4]([O:24][CH2:25][CH3:26])[CH2:5][C:6]1[CH:11]=[CH:10][C:9]([O:12]CC2C=CC=CC=2)=[CH:8][C:7]=1[C:20]([F:23])([F:22])[F:21]. (7) Given the product [Cl:41][C:23]1[C:24]([NH:26][C:27]2[CH:32]=[CH:31][CH:30]=[CH:29][C:28]=2[S:33]([N:36]2[CH2:40][CH2:39][CH2:38][CH2:37]2)(=[O:35])=[O:34])=[N:25][C:20]([NH:1][C:2]2[CH:3]=[CH:4][C:5]3[CH2:11][CH2:10][CH:9]([NH:12][CH2:13][CH2:14][OH:15])[CH2:8][CH2:7][C:6]=3[C:16]=2[O:17][CH3:18])=[N:21][CH:22]=1, predict the reactants needed to synthesize it. The reactants are: [NH2:1][C:2]1[CH:3]=[CH:4][C:5]2[CH2:11][CH2:10][CH:9]([NH:12][CH2:13][CH2:14][OH:15])[CH2:8][CH2:7][C:6]=2[C:16]=1[O:17][CH3:18].Cl[C:20]1[N:25]=[C:24]([NH:26][C:27]2[CH:32]=[CH:31][CH:30]=[CH:29][C:28]=2[S:33]([N:36]2[CH2:40][CH2:39][CH2:38][CH2:37]2)(=[O:35])=[O:34])[C:23]([Cl:41])=[CH:22][N:21]=1. (8) Given the product [NH:29]1[C:28]([C:25]2[CH:26]=[C:27]3[C:22](=[CH:23][CH:24]=2)[NH:21][N:20]=[C:19]3[C:15]2[CH:14]=[C:13]([C:11]([NH:10][C@@H:1]3[C:9]4[C:4](=[CH:5][CH:6]=[CH:7][CH:8]=4)[CH2:3][CH2:2]3)=[O:12])[CH:18]=[CH:17][CH:16]=2)=[N:32][CH:31]=[N:30]1, predict the reactants needed to synthesize it. The reactants are: [C@@H:1]1([NH:10][C:11]([C:13]2[CH:18]=[CH:17][CH:16]=[C:15]([C:19]3[C:27]4[C:22](=[CH:23][CH:24]=[C:25]([C:28]5[N:32]=[CH:31][N:30](C(C6C=CC=CC=6)(C6C=CC=CC=6)C6C=CC=CC=6)[N:29]=5)[CH:26]=4)[N:21](C4CCCCO4)[N:20]=3)[CH:14]=2)=[O:12])[C:9]2[C:4](=[CH:5][CH:6]=[CH:7][CH:8]=2)[CH2:3][CH2:2]1.Cl.C(=O)(O)[O-].[Na+].